This data is from Reaction yield outcomes from USPTO patents with 853,638 reactions. The task is: Predict the reaction yield, written as a fraction of the theoretical maximum amount of product (1.0 means a 100% yield; for example, 0.34 means a 34% yield). (1) The reactants are [NH2:1][C:2]1[C:3]([CH3:10])=[C:4]([CH2:8][OH:9])[CH:5]=[CH:6][CH:7]=1.[C:11](O[C:11]([O:13][C:14]([CH3:17])([CH3:16])[CH3:15])=[O:12])([O:13][C:14]([CH3:17])([CH3:16])[CH3:15])=[O:12].C(N(CC)CC)C. The catalyst is C1COCC1. The product is [OH:9][CH2:8][C:4]1[C:3]([CH3:10])=[C:2]([NH:1][C:11](=[O:12])[O:13][C:14]([CH3:17])([CH3:16])[CH3:15])[CH:7]=[CH:6][CH:5]=1. The yield is 1.00. (2) The reactants are [CH3:1][O:2][C:3](=[O:46])[NH:4][CH:5]([C:12]([N:14]1[CH2:18][CH2:17][CH2:16][CH:15]1[C:19]1[NH:20][C:21]([C:24]2[CH:29]=[CH:28][C:27]([C:30]3[CH:35]=[CH:34][C:33]([C:36]4[NH:37][C:38]([CH:41]5[CH2:45][CH2:44][CH2:43][NH:42]5)=[N:39][CH:40]=4)=[CH:32][CH:31]=3)=[CH:26][CH:25]=2)=[CH:22][N:23]=1)=[O:13])[CH2:6][CH2:7][C:8]([F:11])([F:10])[F:9].[CH3:47][O:48][C:49]([NH:51][CH:52]([CH:56]([CH3:58])[CH3:57])[C:53](O)=[O:54])=[O:50].CN(C(ON1N=NC2C=CC=NC1=2)=[N+](C)C)C.F[P-](F)(F)(F)(F)F.C(N(C(C)C)CC)(C)C. The catalyst is CN(C)C=O. The product is [CH3:1][O:2][C:3](=[O:46])[NH:4][CH:5]([C:12]([N:14]1[CH2:18][CH2:17][CH2:16][CH:15]1[C:19]1[NH:20][C:21]([C:24]2[CH:25]=[CH:26][C:27]([C:30]3[CH:35]=[CH:34][C:33]([C:36]4[NH:37][C:38]([CH:41]5[CH2:45][CH2:44][CH2:43][N:42]5[C:53](=[O:54])[CH:52]([NH:51][C:49]([O:48][CH3:47])=[O:50])[CH:56]([CH3:58])[CH3:57])=[N:39][CH:40]=4)=[CH:32][CH:31]=3)=[CH:28][CH:29]=2)=[CH:22][N:23]=1)=[O:13])[CH2:6][CH2:7][C:8]([F:9])([F:11])[F:10]. The yield is 0.470. (3) The reactants are Cl.N[C@H]([C:5]1[C:6]([Cl:14])=[C:7]([CH:11]=[CH:12][CH:13]=1)[C:8]([OH:10])=[O:9])C.C1COCC1.[CH3:20][CH2:21][N:22](C(C)C)C(C)C.[C:37](O[C:37]([O:39][C:40]([CH3:43])([CH3:42])[CH3:41])=[O:38])([O:39][C:40]([CH3:43])([CH3:42])[CH3:41])=[O:38]. The catalyst is CN1C(=O)CCC1. The product is [C:40]([O:39][C:37]([NH:22][C@H:21]([C:13]1[CH:12]=[CH:11][C:7]([C:8]([OH:10])=[O:9])=[C:6]([Cl:14])[CH:5]=1)[CH3:20])=[O:38])([CH3:41])([CH3:42])[CH3:43]. The yield is 1.39. (4) The reactants are C([Si](C)(C)[O:6][C:7]1[C:12]([CH3:13])=[CH:11][C:10]([C:14]2([C:24]3[CH:29]=[C:28]([CH3:30])[C:27]([O:31][Si](C(C)(C)C)(C)C)=[C:26]([CH3:39])[CH:25]=3)[C:22]3[C:17](=[CH:18][CH:19]=[CH:20][CH:21]=3)[NH:16][C:15]2=[O:23])=[CH:9][C:8]=1[CH3:40])(C)(C)C.[CH2:43]([O:45][C:46]1[CH:47]=[C:48](B(O)O)[CH:49]=[CH:50][CH:51]=1)[CH3:44].C(N(CC)CC)C.[F-].C([N+](CCCC)(CCCC)CCCC)CCC. The catalyst is C1COCC1.C([O-])(=O)C.[Cu+2].C([O-])(=O)C.ClCCl. The product is [CH2:43]([O:45][C:46]1[CH:51]=[C:50]([N:16]2[C:17]3[C:22](=[CH:21][CH:20]=[CH:19][CH:18]=3)[C:14]([C:10]3[CH:9]=[C:8]([CH3:40])[C:7]([OH:6])=[C:12]([CH3:13])[CH:11]=3)([C:24]3[CH:29]=[C:28]([CH3:30])[C:27]([OH:31])=[C:26]([CH3:39])[CH:25]=3)[C:15]2=[O:23])[CH:49]=[CH:48][CH:47]=1)[CH3:44]. The yield is 0.620. (5) The reactants are C(N(CC)CC)C.P(Cl)(Cl)(Cl)=O.[CH3:13][C@H:14]1[CH2:19][N:18]([C:20]2[CH:25]=[CH:24][C:23]([O:26][C:27]([F:30])([F:29])[F:28])=[CH:22][CH:21]=2)[CH2:17][C@@H:16]([CH3:31])[N:15]1[S:32]([C:35]1[CH:43]=[CH:42][CH:41]=[C:40]2[C:36]=1[CH2:37][CH:38]([C:44]([NH2:46])=O)[CH2:39]2)(=[O:34])=[O:33]. The catalyst is ClC(Cl)C. The product is [CH3:13][C@H:14]1[CH2:19][N:18]([C:20]2[CH:25]=[CH:24][C:23]([O:26][C:27]([F:29])([F:28])[F:30])=[CH:22][CH:21]=2)[CH2:17][C@@H:16]([CH3:31])[N:15]1[S:32]([C:35]1[CH:43]=[CH:42][CH:41]=[C:40]2[C:36]=1[CH2:37][CH:38]([C:44]#[N:46])[CH2:39]2)(=[O:34])=[O:33]. The yield is 0.0900. (6) The reactants are [CH2:1]([O:8][C:9]1[CH:14]=[CH:13][C:12]([C:15]2[O:16][C:17]3[C:22]([C:23](=[O:26])[C:24]=2[OH:25])=[CH:21][CH:20]=[C:19]([O:27][CH2:28][O:29][CH3:30])[CH:18]=3)=[CH:11][C:10]=1[O:31][CH2:32][O:33][CH3:34])[C:2]1[CH:7]=[CH:6][CH:5]=[CH:4][CH:3]=1.CCN(C(C)C)C(C)C.Cl[CH2:45][O:46][CH3:47]. The catalyst is C(Cl)Cl.CCOCC. The product is [CH2:1]([O:8][C:9]1[CH:14]=[CH:13][C:12]([C:15]2[O:16][C:17]3[C:22]([C:23](=[O:26])[C:24]=2[O:25][CH2:45][O:46][CH3:47])=[CH:21][CH:20]=[C:19]([O:27][CH2:28][O:29][CH3:30])[CH:18]=3)=[CH:11][C:10]=1[O:31][CH2:32][O:33][CH3:34])[C:2]1[CH:3]=[CH:4][CH:5]=[CH:6][CH:7]=1. The yield is 0.900. (7) The reactants are [OH-].[K+].[Br:3][C:4]1[S:8][C:7]2=[C:9]([C:12]([O:14]CC)=[O:13])[N:10]=[CH:11][N:6]2[CH:5]=1. The catalyst is Cl. The product is [Br:3][C:4]1[S:8][C:7]2=[C:9]([C:12]([OH:14])=[O:13])[N:10]=[CH:11][N:6]2[CH:5]=1. The yield is 0.910.